From a dataset of Forward reaction prediction with 1.9M reactions from USPTO patents (1976-2016). Predict the product of the given reaction. (1) The product is: [S:15]1[C:11]2[CH:10]=[C:4]([C:5]([O:7][CH2:8][CH3:9])=[O:6])[NH:1][C:12]=2[N:13]=[CH:14]1. Given the reactants [N:1](/[C:4](=[CH:10]\[C:11]1[S:15][CH:14]=[N:13][CH:12]=1)/[C:5]([O:7][CH2:8][CH3:9])=[O:6])=[N+]=[N-], predict the reaction product. (2) Given the reactants [F:1][C:2]1[CH:7]=[CH:6][C:5]([C:8]2[CH:9]=[C:10]([CH:18]([CH3:20])[CH3:19])[CH:11]=[C:12]3[C:17]=2[N:16]=[CH:15][CH:14]=[CH:13]3)=[CH:4][C:3]=1[CH2:21][OH:22], predict the reaction product. The product is: [F:1][C:2]1[CH:7]=[CH:6][C:5]([C:8]2[CH:9]=[C:10]([CH:18]([CH3:20])[CH3:19])[CH:11]=[C:12]3[C:17]=2[N:16]=[CH:15][CH:14]=[CH:13]3)=[CH:4][C:3]=1[CH:21]=[O:22].